From a dataset of Experimentally validated miRNA-target interactions with 360,000+ pairs, plus equal number of negative samples. Binary Classification. Given a miRNA mature sequence and a target amino acid sequence, predict their likelihood of interaction. Result: 1 (interaction). The protein sequence of the target gene is MMQICDTYNQKHSLFNAMNRFIGAVNNMDQTVMVPSLLRDVPLADPGLDNDVGVEVGGSGGCLEERTPPVPDSGSANGSFFAPSRDMYSHYVLLKSIRNDIEWGVLHQPPPPAGSEEGSAWKSKDILVDLGHLEGADAGEEDLEQQFHYHLRGLHTVLSKLTRKANILTNRYKQEIGFGNWGH. The miRNA is hsa-miR-4295 with sequence CAGUGCAAUGUUUUCCUU.